This data is from Reaction yield outcomes from USPTO patents with 853,638 reactions. The task is: Predict the reaction yield, written as a fraction of the theoretical maximum amount of product (1.0 means a 100% yield; for example, 0.34 means a 34% yield). (1) The reactants are [NH2:1][C@H:2]([C@@H:6]([OH:9])[CH2:7][CH3:8])[C:3]([OH:5])=[O:4].C([O-])(O)=O.[Na+].[C:15](=O)([O-:36])[O:16][C:17]1C(C)=C(C2C=CC(C3C=CC=CC=3)=CC=2)C=CN=1.[C:38]1([C:44]2[CH:49]=[CH:48][C:47](C3C=CN(C([O-])=O)C(=O)C=3C)=[CH:46][CH:45]=2)[CH:43]=[CH:42][CH:41]=[CH:40][CH:39]=1. The catalyst is O.C1COCC1. The product is [OH:9][C@@H:6]([CH2:7][CH3:8])[C@@H:2]([N:1]([C:47]1[CH:46]=[CH:45][C:44]([C:38]2[CH:39]=[CH:40][CH:41]=[CH:42][CH:43]=2)=[CH:49][CH:48]=1)[C:15]([O:16][CH3:17])=[O:36])[C:3]([OH:5])=[O:4]. The yield is 0.740. (2) The reactants are [F:1][C:2]1[CH:7]=[CH:6][CH:5]=[C:4]([F:8])[C:3]=1[N:9]1[CH2:14][CH2:13][NH:12][CH2:11][CH2:10]1.Cl[CH2:16][CH2:17][N:18]1[C:27](=[O:28])[CH2:26][C:21]2([CH2:25][CH2:24][CH2:23][CH2:22]2)[CH2:20][C:19]1=[O:29]. No catalyst specified. The product is [F:8][C:4]1[CH:5]=[CH:6][CH:7]=[C:2]([F:1])[C:3]=1[N:9]1[CH2:14][CH2:13][N:12]([CH2:16][CH2:17][N:18]2[C:19](=[O:29])[CH2:20][C:21]3([CH2:25][CH2:24][CH2:23][CH2:22]3)[CH2:26][C:27]2=[O:28])[CH2:11][CH2:10]1. The yield is 0.260. (3) The reactants are C[O:2][C:3](=[O:24])[C:4]([NH:7][C:8]([C:10]1[C:15]([OH:16])=[CH:14][C:13]([C:17]2[CH:22]=[CH:21][CH:20]=[C:19]([Cl:23])[CH:18]=2)=[CH:12][N:11]=1)=[O:9])([CH3:6])[CH3:5].[Li+].[OH-].O. The catalyst is C1COCC1. The product is [Cl:23][C:19]1[CH:18]=[C:17]([C:13]2[CH:14]=[C:15]([OH:16])[C:10]([C:8]([NH:7][C:4]([CH3:5])([CH3:6])[C:3]([OH:24])=[O:2])=[O:9])=[N:11][CH:12]=2)[CH:22]=[CH:21][CH:20]=1. The yield is 0.810. (4) The reactants are Br[CH2:2][C:3]([O:5][CH2:6][CH3:7])=[O:4].[CH2:8]([NH2:11])[CH:9]=[CH2:10]. The catalyst is O1CCCC1. The product is [CH2:6]([O:5][C:3](=[O:4])[CH2:2][NH:11][CH2:8][CH:9]=[CH2:10])[CH3:7]. The yield is 0.470.